From a dataset of Forward reaction prediction with 1.9M reactions from USPTO patents (1976-2016). Predict the product of the given reaction. (1) Given the reactants [CH3:1][O:2][C:3]([C:5]1[C:10](Br)=[C:9]([NH2:12])[N:8]=[C:7]([C:13]2[CH:18]=[CH:17][C:16]([Cl:19])=[C:15]([O:20][CH3:21])[C:14]=2[F:22])[N:6]=1)=[O:4].[CH2:23]([Sn](CCCC)(CCCC)C=C)[CH2:24]CC, predict the reaction product. The product is: [CH3:1][O:2][C:3]([C:5]1[C:10]([CH:23]=[CH2:24])=[C:9]([NH2:12])[N:8]=[C:7]([C:13]2[CH:18]=[CH:17][C:16]([Cl:19])=[C:15]([O:20][CH3:21])[C:14]=2[F:22])[N:6]=1)=[O:4]. (2) Given the reactants [CH:1]1[C:13]2[N:12]([C:14]3[CH:19]=[CH:18][C:17]([C:20]4[CH:21]=[C:22]5[C:27](=[CH:28][CH:29]=4)[CH:26]=[C:25]([OH:30])[CH:24]=[CH:23]5)=[CH:16][CH:15]=3)[C:11]3[C:6](=[CH:7][CH:8]=[CH:9][CH:10]=3)[C:5]=2[CH:4]=[CH:3][CH:2]=1.C1CCC(N=C=NC2CCCCC2)CC1.[CH3:46][C:47](=[CH2:51])[C:48](O)=[O:49].CCOCC, predict the reaction product. The product is: [CH:10]1[C:11]2[N:12]([C:14]3[CH:19]=[CH:18][C:17]([C:20]4[CH:21]=[C:22]5[C:27](=[CH:28][CH:29]=4)[CH:26]=[C:25]([O:30][C:48](=[O:49])[C:47]([CH3:51])=[CH2:46])[CH:24]=[CH:23]5)=[CH:16][CH:15]=3)[C:13]3[C:5](=[CH:4][CH:3]=[CH:2][CH:1]=3)[C:6]=2[CH:7]=[CH:8][CH:9]=1. (3) The product is: [Cl:15][CH2:14][CH2:13][O:12][C:10]1[CH:9]=[C:8]([O:16][CH2:17][CH2:18][O:19][CH3:20])[CH:7]=[C:6]2[C:11]=1[C:2]([NH:21][C:22]1[CH:26]=[C:25]([CH2:27][C:28]([OH:30])=[O:29])[NH:24][N:23]=1)=[N:3][CH:4]=[N:5]2. Given the reactants Cl[C:2]1[C:11]2[C:6](=[CH:7][C:8]([O:16][CH2:17][CH2:18][O:19][CH3:20])=[CH:9][C:10]=2[O:12][CH2:13][CH2:14][Cl:15])[N:5]=[CH:4][N:3]=1.[NH2:21][C:22]1[CH:26]=[C:25]([CH2:27][C:28]([OH:30])=[O:29])[NH:24][N:23]=1.Cl.[OH-].[Na+], predict the reaction product. (4) Given the reactants Cl[CH2:2][C:3]1[CH:8]=[CH:7][C:6]([C:9]2[C:10]([C:28]([F:31])([F:30])[F:29])=[C:11]([CH2:15][O:16][CH:17]3[CH2:20][N:19]([C:21]([NH:23][C:24]([CH3:27])([CH3:26])[CH3:25])=[O:22])[CH2:18]3)[CH:12]=[CH:13][CH:14]=2)=[CH:5][CH:4]=1.[CH:32]1([CH2:35][NH2:36])[CH2:34][CH2:33]1, predict the reaction product. The product is: [CH:32]1([CH2:35][NH:36][CH2:2][C:3]2[CH:8]=[CH:7][C:6]([C:9]3[C:10]([C:28]([F:31])([F:30])[F:29])=[C:11]([CH2:15][O:16][CH:17]4[CH2:20][N:19]([C:21]([NH:23][C:24]([CH3:27])([CH3:26])[CH3:25])=[O:22])[CH2:18]4)[CH:12]=[CH:13][CH:14]=3)=[CH:5][CH:4]=2)[CH2:34][CH2:33]1. (5) Given the reactants [Br:1][C:2]1[CH:10]=[CH:9][C:8]([O:11][CH3:12])=[CH:7][C:3]=1[C:4](O)=[O:5].C(Cl)(=O)C([Cl:16])=O.CN(C)C=O, predict the reaction product. The product is: [Br:1][C:2]1[CH:10]=[CH:9][C:8]([O:11][CH3:12])=[CH:7][C:3]=1[C:4]([Cl:16])=[O:5].